This data is from Full USPTO retrosynthesis dataset with 1.9M reactions from patents (1976-2016). The task is: Predict the reactants needed to synthesize the given product. Given the product [CH2:12]([C:14]1[CH:19]=[CH:18][C:17]([NH:20][C:9](=[O:11])[CH2:8][C:5]2[CH:4]=[CH:3][C:2]([OH:1])=[CH:7][CH:6]=2)=[CH:16][CH:15]=1)[CH3:13], predict the reactants needed to synthesize it. The reactants are: [OH:1][C:2]1[CH:7]=[CH:6][C:5]([CH2:8][C:9]([OH:11])=O)=[CH:4][CH:3]=1.[CH2:12]([C:14]1[CH:19]=[CH:18][C:17]([NH2:20])=[CH:16][CH:15]=1)[CH3:13].CN(C(ON1N=NC2C=CC=CC1=2)=[N+](C)C)C.[B-](F)(F)(F)F.CN1CCOCC1.